From a dataset of Reaction yield outcomes from USPTO patents with 853,638 reactions. Predict the reaction yield, written as a fraction of the theoretical maximum amount of product (1.0 means a 100% yield; for example, 0.34 means a 34% yield). (1) The reactants are COS([O-])(=O)=O.[CH2:7]([N+:9]([CH2:14][CH3:15])([CH2:11][CH2:12][OH:13])[CH3:10])[CH3:8].[Li+].[C:17]([S:21]([N-:24][S:25]([C:28]([F:31])([F:30])[F:29])(=[O:27])=[O:26])(=[O:23])=[O:22])([F:20])([F:19])[F:18]. The catalyst is O. The product is [F:31][C:28]([F:29])([F:30])[S:25]([N-:24][S:21]([C:17]([F:18])([F:19])[F:20])(=[O:22])=[O:23])(=[O:26])=[O:27].[CH2:7]([N+:9]([CH2:14][CH3:15])([CH2:11][CH2:12][OH:13])[CH3:10])[CH3:8]. The yield is 0.560. (2) The reactants are CC[N:3](C(C)C)C(C)C.Br[CH2:11][C:12]([C:14]1[CH:19]=[CH:18][C:17]([Br:20])=[CH:16][CH:15]=1)=O.[C:21]([O:25][C:26]([N:28]1[CH2:32][C@@H:31]([CH3:33])[CH2:30][C@H]1C(O)=O)=[O:27])([CH3:24])([CH3:23])[CH3:22].[C:37](#[N:39])[CH3:38]. No catalyst specified. The product is [Br:20][C:17]1[CH:18]=[CH:19][C:14]([C:12]2[NH:3][C:37]([C@@H:38]3[CH2:30][C@H:31]([CH3:33])[CH2:32][N:28]3[C:26]([O:25][C:21]([CH3:24])([CH3:23])[CH3:22])=[O:27])=[N:39][CH:11]=2)=[CH:15][CH:16]=1. The yield is 0.590. (3) The reactants are C([O:8][C:9]1[CH:18]=[C:17]2[C:12]([C:13]([O:19][C:20]3[CH:25]=[CH:24][C:23]([O:26][CH3:27])=[CH:22][C:21]=3[C:28](=[O:30])[CH3:29])=[CH:14][CH:15]=[N:16]2)=[CH:11][C:10]=1[O:31][CH3:32])C1C=CC=CC=1.CS(O)(=O)=O. The catalyst is FC(F)(F)C(O)=O. The product is [OH:8][C:9]1[CH:18]=[C:17]2[C:12]([C:13]([O:19][C:20]3[CH:25]=[CH:24][C:23]([O:26][CH3:27])=[CH:22][C:21]=3[C:28](=[O:30])[CH3:29])=[CH:14][CH:15]=[N:16]2)=[CH:11][C:10]=1[O:31][CH3:32]. The yield is 0.620. (4) The reactants are C([C:4]1[N:5]=[C:6]2[C:12]([CH2:13][CH3:14])=[C:11]([C:15]3[CH:20]=[CH:19][C:18]([C:21]4([CH3:26])[O:25][CH2:24][CH2:23][O:22]4)=[CH:17][CH:16]=3)[N:10]([CH2:27][O:28][CH2:29][CH2:30][Si:31]([CH3:34])([CH3:33])[CH3:32])[C:7]2=[N:8][CH:9]=1)C=C.C[N+]1([O-])CC[O:39]CC1.[CH3:43][C:44]([CH3:46])=[O:45]. The catalyst is O.CC(O)(C)C. The product is [CH2:13]([C:12]1[C:6]2[C:7](=[N:8][CH:9]=[C:4]([CH2:43][CH:44]([OH:45])[CH2:46][OH:39])[N:5]=2)[N:10]([CH2:27][O:28][CH2:29][CH2:30][Si:31]([CH3:34])([CH3:33])[CH3:32])[C:11]=1[C:15]1[CH:20]=[CH:19][C:18]([C:21]2([CH3:26])[O:25][CH2:24][CH2:23][O:22]2)=[CH:17][CH:16]=1)[CH3:14]. The yield is 0.610. (5) The reactants are [CH3:1][O:2][C:3]1[CH:4]=[C:5]([SH:9])[CH:6]=[CH:7][CH:8]=1.[OH-].[K+].Br.Br[CH2:14][C:15]([C:17]1[S:21][C:20]([CH3:22])=[N:19][C:18]=1[CH3:23])=[O:16]. The catalyst is O.C(O)C. The product is [CH3:22][C:20]1[S:21][C:17]([C:15](=[O:16])[CH2:14][S:9][C:5]2[CH:6]=[CH:7][CH:8]=[C:3]([O:2][CH3:1])[CH:4]=2)=[C:18]([CH3:23])[N:19]=1. The yield is 0.990. (6) The reactants are CC(C)([O-])C.[K+].[C:7]([CH2:9]P(=O)(OCC)OCC)#[N:8].[Cl:18][C:19]1[CH:24]=[CH:23][C:22]([S:25]([C:28]2([C:35]3[CH:40]=[C:39]([F:41])[CH:38]=[CH:37][C:36]=3[F:42])[CH2:33][CH2:32][C:31](=O)[CH2:30][CH2:29]2)(=[O:27])=[O:26])=[CH:21][CH:20]=1.C(OC(C)C)(=O)C. The catalyst is O1CCCC1.O. The product is [Cl:18][C:19]1[CH:20]=[CH:21][C:22]([S:25]([C:28]2([C:35]3[CH:40]=[C:39]([F:41])[CH:38]=[CH:37][C:36]=3[F:42])[CH2:29][CH2:30][C:31](=[CH:9][C:7]#[N:8])[CH2:32][CH2:33]2)(=[O:26])=[O:27])=[CH:23][CH:24]=1. The yield is 0.870. (7) The reactants are [Br:1][C:2]1[CH:7]=[CH:6][C:5]([C:8]2([CH3:11])[CH2:10][CH2:9]2)=[CH:4][CH:3]=1.C([Zn]CC)C.FC(F)(F)C(O)=O.C(I)I.BrC1C=CC(C(C)=C)=C([Cl:37])C=1. No catalyst specified. The product is [Br:1][C:2]1[CH:7]=[CH:6][C:5]([C:8]2([CH3:11])[CH2:10][CH2:9]2)=[C:4]([Cl:37])[CH:3]=1. The yield is 0.880. (8) The reactants are [C:1]([O:5][C:6](=[O:13])[NH:7][CH2:8][CH:9]([OH:12])CO)([CH3:4])([CH3:3])[CH3:2].I([O-])(=O)(=O)=O.[Na+]. The catalyst is O. The product is [C:1]([O:5][C:6](=[O:13])[NH:7][CH2:8][CH:9]=[O:12])([CH3:4])([CH3:2])[CH3:3]. The yield is 0.980. (9) The reactants are [CH3:1][C:2]([NH:10][C:11](=[O:18])[C:12]1[CH:17]=[CH:16][CH:15]=[CH:14][CH:13]=1)([C:4]1[CH:9]=[CH:8][CH:7]=[CH:6][CH:5]=1)[CH3:3].CN(CCN(C)C)C.CN([CH:30]=[O:31])C. The catalyst is C1COCC1. The product is [OH:18][CH:11]1[C:12]2[C:13](=[CH:14][CH:15]=[CH:16][CH:17]=2)[C:30](=[O:31])[N:10]1[C:2]([CH3:1])([C:4]1[CH:9]=[CH:8][CH:7]=[CH:6][CH:5]=1)[CH3:3]. The yield is 0.970. (10) The reactants are Cl[C:2]1[CH:7]=[C:6]([O:8][C:9]2[CH:14]=[CH:13][C:12]([N+:15]([O-:17])=[O:16])=[CH:11][CH:10]=2)[N:5]=[CH:4][N:3]=1.[NH3:18].C(O)C.C(OCC)(=O)C.O. The catalyst is CCCCCC. The yield is 0.330. The product is [N+:15]([C:12]1[CH:13]=[CH:14][C:9]([O:8][C:6]2[N:5]=[CH:4][N:3]=[C:2]([NH2:18])[CH:7]=2)=[CH:10][CH:11]=1)([O-:17])=[O:16].